Task: Predict the product of the given reaction.. Dataset: Forward reaction prediction with 1.9M reactions from USPTO patents (1976-2016) (1) Given the reactants [Cl:1][C:2]1[C:11]2[C:6](=[CH:7][CH:8]=[CH:9][C:10]=2[O:12][CH:13]2[CH2:18][CH2:17][N:16]([CH3:19])[CH2:15][CH2:14]2)[N:5]=[CH:4][N:3]=1.[CH3:20][C:21]1[CH:22]=[C:23]([CH:25]=[CH:26][C:27]=1[NH:28][C:29]1[CH:34]=[CH:33][CH:32]=[CH:31][N:30]=1)[NH2:24], predict the reaction product. The product is: [ClH:1].[CH3:19][N:16]1[CH2:17][CH2:18][CH:13]([O:12][C:10]2[CH:9]=[CH:8][CH:7]=[C:6]3[C:11]=2[C:2]([NH:24][C:23]2[CH:25]=[CH:26][C:27]([NH:28][C:29]4[CH:34]=[CH:33][CH:32]=[CH:31][N:30]=4)=[C:21]([CH3:20])[CH:22]=2)=[N:3][CH:4]=[N:5]3)[CH2:14][CH2:15]1. (2) Given the reactants [N:1]1([C:7]2[CH:8]=[CH:9][C:10]3[N:11]([C:13]([C:16]([F:19])([F:18])[F:17])=[N:14][N:15]=3)[N:12]=2)[CH2:6][CH2:5][NH:4][CH2:3][CH2:2]1.[F:20][C:21]1[CH:35]=[CH:34][C:24]([O:25][C:26]2[CH:33]=[CH:32][C:29]([CH:30]=O)=[CH:28][CH:27]=2)=[CH:23][CH:22]=1, predict the reaction product. The product is: [F:20][C:21]1[CH:35]=[CH:34][C:24]([O:25][C:26]2[CH:33]=[CH:32][C:29]([CH2:30][N:4]3[CH2:3][CH2:2][N:1]([C:7]4[CH:8]=[CH:9][C:10]5[N:11]([C:13]([C:16]([F:17])([F:18])[F:19])=[N:14][N:15]=5)[N:12]=4)[CH2:6][CH2:5]3)=[CH:28][CH:27]=2)=[CH:23][CH:22]=1. (3) Given the reactants [CH2:1]([O:3][C:4]([CH:6]1[CH2:11][CH2:10][CH2:9][CH2:8][C:7]1=[O:12])=[O:5])[CH3:2].[Br:13]C1CC(C(C)C)CCC1=O, predict the reaction product. The product is: [CH2:1]([O:3][C:4]([CH:6]1[CH2:11][CH2:10][CH2:9][CH:8]([Br:13])[C:7]1=[O:12])=[O:5])[CH3:2].